This data is from Forward reaction prediction with 1.9M reactions from USPTO patents (1976-2016). The task is: Predict the product of the given reaction. (1) Given the reactants C([O:3][C:4](=[O:33])[CH:5]=[C:6]([CH3:32])[CH:7]=[C:8]([F:31])[CH:9]=[C:10]([C:12]1[CH:17]=[C:16]([C:18]([CH3:21])([CH3:20])[CH3:19])[CH:15]=[C:14]([C:22]([CH3:25])([CH3:24])[CH3:23])[C:13]=1[O:26][CH2:27][CH:28]([F:30])[F:29])[CH3:11])C, predict the reaction product. The product is: [C:22]([C:14]1[C:13]([O:26][CH2:27][CH:28]([F:30])[F:29])=[C:12]([C:10]([CH3:11])=[CH:9][C:8]([F:31])=[CH:7][C:6]([CH3:32])=[CH:5][C:4]([OH:33])=[O:3])[CH:17]=[C:16]([C:18]([CH3:21])([CH3:20])[CH3:19])[CH:15]=1)([CH3:23])([CH3:24])[CH3:25]. (2) Given the reactants [C:1]([O:4][C:5]1[CH:13]=[C:12]([N+:14]([O-])=O)[CH:11]=[CH:10][C:6]=1[C:7]([OH:9])=[O:8])(=[O:3])[CH3:2], predict the reaction product. The product is: [C:1]([O:4][C:5]1[CH:13]=[C:12]([NH2:14])[CH:11]=[CH:10][C:6]=1[C:7]([OH:9])=[O:8])(=[O:3])[CH3:2]. (3) Given the reactants [Cl:1][C:2]1[CH:3]=[C:4]([N:9]([CH2:22][CH2:23][CH2:24][N:25]2[CH2:30][CH2:29][CH:28]([CH2:31][C:32]3[CH:37]=[CH:36][C:35]([C:38](=O)[CH:39]([CH3:41])[CH3:40])=[CH:34][CH:33]=3)[CH2:27][CH2:26]2)[C:10]([CH:12]2[CH2:17][CH2:16][N:15]([S:18]([CH3:21])(=[O:20])=[O:19])[CH2:14][CH2:13]2)=[O:11])[CH:5]=[CH:6][C:7]=1[Cl:8].C([SiH](CC)CC)C, predict the reaction product. The product is: [Cl:1][C:2]1[CH:3]=[C:4]([N:9]([CH2:22][CH2:23][CH2:24][N:25]2[CH2:30][CH2:29][CH:28]([CH2:31][C:32]3[CH:37]=[CH:36][C:35]([CH2:38][CH:39]([CH3:41])[CH3:40])=[CH:34][CH:33]=3)[CH2:27][CH2:26]2)[C:10]([CH:12]2[CH2:17][CH2:16][N:15]([S:18]([CH3:21])(=[O:20])=[O:19])[CH2:14][CH2:13]2)=[O:11])[CH:5]=[CH:6][C:7]=1[Cl:8]. (4) Given the reactants Cl[C:2]([O:4][C:5]1[CH:10]=[CH:9][C:8]([N:11]2[C:16](=[O:17])[CH2:15][C:14]([CH3:19])([CH3:18])[CH2:13][C:12]2=[O:20])=[CH:7][CH:6]=1)=[O:3].[CH:21]1([CH2:24][N:25]2[CH2:30][CH2:29][NH:28][CH2:27][CH2:26]2)[CH2:23][CH2:22]1, predict the reaction product. The product is: [CH3:18][C:14]1([CH3:19])[CH2:15][C:16](=[O:17])[N:11]([C:8]2[CH:9]=[CH:10][C:5]([O:4][C:2]([N:28]3[CH2:29][CH2:30][N:25]([CH2:24][CH:21]4[CH2:23][CH2:22]4)[CH2:26][CH2:27]3)=[O:3])=[CH:6][CH:7]=2)[C:12](=[O:20])[CH2:13]1. (5) The product is: [CH3:15][C:14]([S@@:12]([N:11]1[CH2:2][CH2:3][CH2:4][C@H:5]1[C:6]1[S:7][CH:8]=[CH:9][CH:10]=1)=[O:13])([CH3:17])[CH3:16]. Given the reactants Cl[CH2:2][CH2:3][CH2:4]/[C:5](=[N:11]\[S@:12]([C:14]([CH3:17])([CH3:16])[CH3:15])=[O:13])/[C:6]1[S:7][CH:8]=[CH:9][CH:10]=1.CC(C[AlH]CC(C)C)C.[Li+].C[Si]([N-][Si](C)(C)C)(C)C, predict the reaction product. (6) The product is: [CH2:28]([O:30][C:31](=[O:45])[CH:32]([NH:44][C:25]([C:6]1[C:5]2[C:10](=[CH:11][CH:12]=[C:3]([O:2][CH3:1])[CH:4]=2)[N:9]=[C:8]([C:13]2[CH:18]=[C:17]([O:19][CH3:20])[C:16]([O:21][CH3:22])=[C:15]([O:23][CH3:24])[CH:14]=2)[CH:7]=1)=[O:27])[CH2:33][C:34]1[C:43]2[C:38](=[CH:39][CH:40]=[CH:41][CH:42]=2)[CH:37]=[CH:36][CH:35]=1)[CH3:29]. Given the reactants [CH3:1][O:2][C:3]1[CH:4]=[C:5]2[C:10](=[CH:11][CH:12]=1)[N:9]=[C:8]([C:13]1[CH:18]=[C:17]([O:19][CH3:20])[C:16]([O:21][CH3:22])=[C:15]([O:23][CH3:24])[CH:14]=1)[CH:7]=[C:6]2[C:25]([OH:27])=O.[CH2:28]([O:30][C:31](=[O:45])[CH:32]([NH2:44])[CH2:33][C:34]1[C:43]2[C:38](=[CH:39][CH:40]=[CH:41][CH:42]=2)[CH:37]=[CH:36][CH:35]=1)[CH3:29].CN(C(ON1N=NC2C=CC=NC1=2)=[N+](C)C)C.F[P-](F)(F)(F)(F)F.C(N(C(C)C)CC)(C)C.[Cl-].[NH4+], predict the reaction product. (7) The product is: [CH3:1][O:2][C:3]1[CH:4]=[C:5]([S:9]([N:12]2[CH2:16][CH:15]([C:17]([N:38]3[CH2:39][CH2:40][N:35]([C:30]4[C:29]([C:28]([F:42])([F:27])[F:41])=[CH:34][CH:33]=[CH:32][N:31]=4)[CH2:36][CH2:37]3)=[O:19])[N:14]([C:20]3[CH:25]=[CH:24][CH:23]=[CH:22][CH:21]=3)[C:13]2=[O:26])(=[O:11])=[O:10])[CH:6]=[CH:7][CH:8]=1. Given the reactants [CH3:1][O:2][C:3]1[CH:4]=[C:5]([S:9]([N:12]2[CH2:16][CH:15]([C:17]([OH:19])=O)[N:14]([C:20]3[CH:25]=[CH:24][CH:23]=[CH:22][CH:21]=3)[C:13]2=[O:26])(=[O:11])=[O:10])[CH:6]=[CH:7][CH:8]=1.[F:27][C:28]([F:42])([F:41])[C:29]1[C:30]([N:35]2[CH2:40][CH2:39][NH:38][CH2:37][CH2:36]2)=[N:31][CH:32]=[CH:33][CH:34]=1, predict the reaction product. (8) Given the reactants [CH3:1][O:2][C:3]1[CH:4]=[C:5]([OH:13])[CH:6]=[C:7]([O:11][CH3:12])[C:8]=1[O:9][CH3:10].CC(C)([O-])C.[K+].[CH3:20][C:21]1[N:22]=[C:23]([CH3:41])[N:24]2[C:29]=1[C:28](N1C=NC=N1)=[N:27][C:26]([C:35]1[CH:40]=[CH:39][CH:38]=[CH:37][N:36]=1)=[N:25]2.C(=O)([O-])O.[Na+], predict the reaction product. The product is: [CH3:20][C:21]1[N:22]=[C:23]([CH3:41])[N:24]2[C:29]=1[C:28]([O:13][C:5]1[CH:6]=[C:7]([O:11][CH3:12])[C:8]([O:9][CH3:10])=[C:3]([O:2][CH3:1])[CH:4]=1)=[N:27][C:26]([C:35]1[CH:40]=[CH:39][CH:38]=[CH:37][N:36]=1)=[N:25]2.